This data is from Full USPTO retrosynthesis dataset with 1.9M reactions from patents (1976-2016). The task is: Predict the reactants needed to synthesize the given product. (1) Given the product [Br:2][C:3]1[CH:24]=[C:23]([CH:22]=[C:5]([CH2:6][O:7][C:8]2[CH:13]=[CH:12][CH:11]=[CH:10][C:9]=2[CH2:14][C:15]([O:17][C:18]([CH3:21])([CH3:20])[CH3:19])=[O:16])[CH:4]=1)[CH:25]=[CH:45][CH:47]1[CH2:51][CH2:50][CH2:49][N:48]1[C:52]([O:54][C:55]([CH3:58])([CH3:57])[CH3:56])=[O:53], predict the reactants needed to synthesize it. The reactants are: Br.[Br:2][C:3]1[CH:4]=[C:5]([CH:22]=[C:23]([CH2:25]P(C2C=CC=CC=2)(C2C=CC=CC=2)C2C=CC=CC=2)[CH:24]=1)[CH2:6][O:7][C:8]1[CH:13]=[CH:12][CH:11]=[CH:10][C:9]=1[CH2:14][C:15]([O:17][C:18]([CH3:21])([CH3:20])[CH3:19])=[O:16].[CH:45]([CH:47]1[CH2:51][CH2:50][CH2:49][N:48]1[C:52]([O:54][C:55]([CH3:58])([CH3:57])[CH3:56])=[O:53])=O. (2) The reactants are: COC1C=CC(C[N:8]2[C:17]3[C:12](=[CH:13][CH:14]=[CH:15][CH:16]=3)[CH2:11][C:10]3([CH2:19][CH2:18]3)[C:9]2=[O:20])=CC=1.C1(OC)C=CC=CC=1.C(O)(C(F)(F)F)=O. Given the product [NH:8]1[C:17]2[C:12](=[CH:13][CH:14]=[CH:15][CH:16]=2)[CH2:11][C:10]2([CH2:18][CH2:19]2)[C:9]1=[O:20], predict the reactants needed to synthesize it. (3) Given the product [F:40][C:37]1[CH:38]=[CH:39][C:34]([CH2:33][N:12]2[C:13](=[O:32])[C:14]([C:15]3[NH:20][C:19]4[CH:21]=[CH:22][C:23]([NH:25][S:26]([CH3:29])(=[O:27])=[O:28])=[CH:24][C:18]=4[S:17](=[O:31])(=[O:30])[N:16]=3)=[C:4]([OH:5])[C@H:6]3[C@@H:11]2[C@H:10]2[CH2:41][C@@H:7]3[CH2:8][CH2:9]2)=[CH:35][CH:36]=1, predict the reactants needed to synthesize it. The reactants are: C(O[C:4]([C@H:6]1[C@@H:11]([N:12]([CH2:33][C:34]2[CH:39]=[CH:38][C:37]([F:40])=[CH:36][CH:35]=2)[C:13](=[O:32])[CH2:14][C:15]2[NH:20][C:19]3[CH:21]=[CH:22][C:23]([NH:25][S:26]([CH3:29])(=[O:28])=[O:27])=[CH:24][C:18]=3[S:17](=[O:31])(=[O:30])[N:16]=2)[C@H:10]2[CH2:41][C@@H:7]1[CH2:8][CH2:9]2)=[O:5])C.[O-]CC.[Na+].Cl. (4) The reactants are: [C:1]([C:3](=[C:9](OCC)[CH2:10][CH3:11])[C:4]([O:6][CH2:7][CH3:8])=[O:5])#[N:2].Cl.[O:16]=[S:17]1(=[O:24])[CH2:21][CH2:20][CH:19]([NH:22][NH2:23])[CH2:18]1.C(N(CC)CC)C. Given the product [NH2:2][C:1]1[N:22]([CH:19]2[CH2:20][CH2:21][S:17](=[O:24])(=[O:16])[CH2:18]2)[N:23]=[C:9]([CH2:10][CH3:11])[C:3]=1[C:4]([O:6][CH2:7][CH3:8])=[O:5], predict the reactants needed to synthesize it. (5) The reactants are: Br[C:2]1[N:3]=[C:4]2[C:10]3[CH:11]=[CH:12][CH:13]=[CH:14][C:9]=3[NH:8][C:7]3[N:15]=[CH:16][CH:17]=[CH:18][C:6]=3[N:5]2[C:19]=1[C:20]1[CH:25]=[CH:24][C:23]([C:26]2([NH:30]C(=O)OC(C)(C)C)[CH2:29][CH2:28][CH2:27]2)=[CH:22][CH:21]=1.CC1(C)C(C)(C)OB([C:46]2[CH:47]=[CH:48][C:49]([NH2:52])=[N:50][CH:51]=2)O1.[O-]P([O-])([O-])=O.[K+].[K+].[K+]. Given the product [NH2:30][C:26]1([C:23]2[CH:24]=[CH:25][C:20]([C:19]3[N:5]4[C:6]5[CH:18]=[CH:17][CH:16]=[N:15][C:7]=5[NH:8][C:9]5[CH:14]=[CH:13][CH:12]=[CH:11][C:10]=5[C:4]4=[N:3][C:2]=3[C:46]3[CH:47]=[CH:48][C:49]([NH2:52])=[N:50][CH:51]=3)=[CH:21][CH:22]=2)[CH2:29][CH2:28][CH2:27]1, predict the reactants needed to synthesize it. (6) The reactants are: Cl.[K].NC1C=CC(F)=CC=1S.[OH-].[K+].O.[C:15]1([CH3:25])[CH:20]=[CH:19][C:18]([S:21]([OH:24])(=[O:23])=[O:22])=[CH:17][CH:16]=1. Given the product [CH3:25][C:15]1[CH:20]=[CH:19][C:18]([S:21]([OH:24])(=[O:23])=[O:22])=[CH:17][CH:16]=1, predict the reactants needed to synthesize it. (7) The reactants are: [CH3:1][O:2][C:3]1[C:11]([O:12][CH3:13])=[C:10]([O:14][CH3:15])[CH:9]=[CH:8][C:4]=1[C:5]([OH:7])=O.C(N(CC)C(C)C)(C)C.CN(C(ON1N=NC2C=CC=NC1=2)=[N+](C)C)C.F[P-](F)(F)(F)(F)F.Cl.[CH3:50][O:51][C:52]([C:54]1[N:55]=[N:56][N:57]([CH2:59][CH2:60][NH2:61])[CH:58]=1)=[O:53]. Given the product [CH3:50][O:51][C:52]([C:54]1[N:55]=[N:56][N:57]([CH2:59][CH2:60][NH:61][C:5](=[O:7])[C:4]2[CH:8]=[CH:9][C:10]([O:14][CH3:15])=[C:11]([O:12][CH3:13])[C:3]=2[O:2][CH3:1])[CH:58]=1)=[O:53], predict the reactants needed to synthesize it.